This data is from Catalyst prediction with 721,799 reactions and 888 catalyst types from USPTO. The task is: Predict which catalyst facilitates the given reaction. (1) Reactant: Cl.[NH2:2][CH:3]1[CH2:8][CH2:7][O:6][CH2:5][CH2:4]1.Cl.O1CCC(N)CC1.Cl.NC1CCOCC1.Cl[C:26]1[C:31]([C:32]([O:34][CH2:35][CH3:36])=[O:33])=[C:30]([CH3:37])[N:29]=[C:28]2[N:38]([CH2:41][CH3:42])[N:39]=[CH:40][C:27]=12.C(N(CC)C(C)C)(C)C. Product: [CH2:41]([N:38]1[C:28]2=[N:29][C:30]([CH3:37])=[C:31]([C:32]([O:34][CH2:35][CH3:36])=[O:33])[C:26]([NH:2][CH:3]3[CH2:8][CH2:7][O:6][CH2:5][CH2:4]3)=[C:27]2[CH:40]=[N:39]1)[CH3:42]. The catalyst class is: 10. (2) Reactant: [F:1][C:2]1[CH:3]=[C:4]([C:9]2[CH2:10][CH2:11][O:12][CH2:13][CH:14]=2)[CH:5]=[C:6]([F:8])[CH:7]=1. Product: [F:1][C:2]1[CH:3]=[C:4]([CH:9]2[CH2:10][CH2:11][O:12][CH2:13][CH2:14]2)[CH:5]=[C:6]([F:8])[CH:7]=1. The catalyst class is: 19. (3) Reactant: [CH2:1]([NH:8][C:9]1[CH:14]=[CH:13][C:12]([N+:15]([O-])=O)=[C:11]([O:18][CH3:19])[CH:10]=1)[C:2]1[CH:7]=[CH:6][CH:5]=[CH:4][CH:3]=1.O.O.[Sn](Cl)Cl.C([O-])(O)=O.[Na+]. Product: [CH2:1]([NH:8][C:9]1[CH:14]=[CH:13][C:12]([NH2:15])=[C:11]([O:18][CH3:19])[CH:10]=1)[C:2]1[CH:3]=[CH:4][CH:5]=[CH:6][CH:7]=1. The catalyst class is: 13. (4) Reactant: [Cl:1][C:2]1[CH:3]=[CH:4][C:5]([OH:10])=[C:6]([CH:9]=1)[C:7]#[N:8].Cl[CH2:12][C:13]([NH2:15])=[O:14].C(=O)([O-])[O-].[Cs+].[Cs+]. Product: [Cl:1][C:2]1[CH:3]=[CH:4][C:5]([O:10][CH2:12][C:13]([NH2:15])=[O:14])=[C:6]([C:7]#[N:8])[CH:9]=1. The catalyst class is: 80. (5) Reactant: [NH2:1][CH2:2][C@H:3]([NH:8][C:9]([O:11][C:12]([CH3:15])([CH3:14])[CH3:13])=[O:10])[C:4]([O:6][CH3:7])=[O:5].CCN(C(C)C)C(C)C.[N+:25]([C:28]1[CH:33]=[CH:32][CH:31]=[CH:30][C:29]=1[S:34](Cl)(=[O:36])=[O:35])([O-:27])=[O:26]. Product: [C:12]([O:11][C:9]([NH:8][C@@H:3]([CH2:2][NH:1][S:34]([C:29]1[CH:30]=[CH:31][CH:32]=[CH:33][C:28]=1[N+:25]([O-:27])=[O:26])(=[O:35])=[O:36])[C:4]([O:6][CH3:7])=[O:5])=[O:10])([CH3:15])([CH3:14])[CH3:13]. The catalyst class is: 2. (6) The catalyst class is: 154. Product: [CH3:42][S:39]([S:38][CH2:37][CH2:36][O:35][C:10](=[O:44])[CH2:15][C:21]1[CH:16]=[CH:17][CH:18]=[C:19]([NH:26][C:27]2[C:32]([Cl:33])=[CH:31][CH:30]=[CH:29][C:28]=2[Cl:34])[CH:20]=1)(=[O:41])=[O:40]. Reactant: C1CCC(N=C=N[CH:10]2[CH2:15]CCCC2)CC1.[CH:16]1[CH:17]=[CH:18][C:19]([NH:26][C:27]2[C:28]([Cl:34])=[CH:29][CH:30]=[CH:31][C:32]=2[Cl:33])=[C:20](CC(O)=O)[CH:21]=1.[OH:35][CH2:36][CH2:37][S:38][S:39]([CH3:42])(=[O:41])=[O:40].C(NC1CCCCC1)(NC1CCCCC1)=[O:44]. (7) Reactant: [OH:1][CH:2]1[CH2:10][C:9]2[C:4](=[CH:5][CH:6]=[CH:7][CH:8]=2)[CH:3]1[NH:11][C:12]([C:14]1[CH:19]=[C:18]([CH3:20])[N:17]2[N:21]=[C:22]([C:24]([OH:26])=[O:25])[CH:23]=[C:16]2[N:15]=1)=[O:13].O[CH2:28][C:29]1[O:30][C:31]2[CH:37]=[CH:36][CH:35]=[CH:34][C:32]=2[CH:33]=1.CCN=C=NCCCN(C)C.Cl. Product: [O:30]1[C:31]2[CH:37]=[CH:36][CH:35]=[CH:34][C:32]=2[CH:33]=[C:29]1[CH2:28][O:25][C:24]([C:22]1[CH:23]=[C:16]2[N:15]=[C:14]([C:12](=[O:13])[NH:11][C@@H:3]3[C:4]4[C:9](=[CH:8][CH:7]=[CH:6][CH:5]=4)[CH2:10][C@@H:2]3[OH:1])[CH:19]=[C:18]([CH3:20])[N:17]2[N:21]=1)=[O:26]. The catalyst class is: 230.